Dataset: Catalyst prediction with 721,799 reactions and 888 catalyst types from USPTO. Task: Predict which catalyst facilitates the given reaction. (1) Reactant: [CH2:1]([N:8]([CH3:24])[C@@H:9]1[C:13]2=[CH:14][C:15]3[CH:16]=[C:17]([Br:21])[CH:18]=[CH:19][C:20]=3[N:12]2[CH2:11][C@@H:10]1[CH2:22][OH:23])[C:2]1[CH:7]=[CH:6][CH:5]=[CH:4][CH:3]=1.C(N(CC)C(C)C)(C)C.[CH3:34][S:35](Cl)(=[O:37])=[O:36]. Product: [CH3:34][S:35]([O:23][CH2:22][C@H:10]1[CH2:11][N:12]2[C:20]3[CH:19]=[CH:18][C:17]([Br:21])=[CH:16][C:15]=3[CH:14]=[C:13]2[C@H:9]1[N:8]([CH2:1][C:2]1[CH:7]=[CH:6][CH:5]=[CH:4][CH:3]=1)[CH3:24])(=[O:37])=[O:36]. The catalyst class is: 2. (2) Reactant: [CH3:1][C:2]1[S:9][C:8]2[CH:7]=[C:6]([C:10]([O:12][CH2:13][CH3:14])=[O:11])[NH:5][C:4]=2[CH:3]=1.[H-].[Na+].[CH3:17]I. Product: [CH3:1][C:2]1[S:9][C:8]2[CH:7]=[C:6]([C:10]([O:12][CH2:13][CH3:14])=[O:11])[N:5]([CH3:17])[C:4]=2[CH:3]=1. The catalyst class is: 3. (3) Reactant: [OH:1][B:2]1[C:6]2[CH:7]=[C:8]([OH:12])[CH:9]=[C:10]([CH3:11])[C:5]=2[CH:4]([CH2:13][C:14]([O:16][CH2:17][CH3:18])=[O:15])[O:3]1.Cl[C:20]1[CH:25]=[CH:24][N:23]=[C:22]([N+:26]([O-:28])=[O:27])[CH:21]=1.C(=O)([O-])[O-].[Cs+].[Cs+]. Product: [OH:1][B:2]1[C:6]2[CH:7]=[C:8]([O:12][C:20]3[CH:25]=[CH:24][N:23]=[C:22]([N+:26]([O-:28])=[O:27])[CH:21]=3)[CH:9]=[C:10]([CH3:11])[C:5]=2[CH:4]([CH2:13][C:14]([O:16][CH2:17][CH3:18])=[O:15])[O:3]1. The catalyst class is: 3. (4) Reactant: FC1C=CC(C(Cl)=O)=CC=1.[Cl:11][C:12]1[CH:17]=[CH:16][C:15]([N:18]([C@H:22]2[C:31]3[C:26](=[CH:27][CH:28]=[CH:29][CH:30]=3)[N:25]([C:32](=[O:41])[C:33]3[CH:38]=[CH:37][C:36]([O:39][CH3:40])=[CH:35][CH:34]=3)[C@@H:24]([CH3:42])[CH2:23]2)[C:19](=[O:21])[CH3:20])=[CH:14][CH:13]=1.B(Br)(Br)Br. Product: [Cl:11][C:12]1[CH:17]=[CH:16][C:15]([N:18]([C@H:22]2[C:31]3[C:26](=[CH:27][CH:28]=[CH:29][CH:30]=3)[N:25]([C:32](=[O:41])[C:33]3[CH:34]=[CH:35][C:36]([O:39][CH3:40])=[CH:37][CH:38]=3)[C@@H:24]([CH3:42])[CH2:23]2)[C:19](=[O:21])[CH3:20])=[CH:14][CH:13]=1.[Cl:11][C:12]1[CH:13]=[CH:14][C:15]([N:18]([C@H:22]2[C:31]3[C:26](=[CH:27][CH:28]=[CH:29][CH:30]=3)[N:25]([C:32](=[O:41])[C:33]3[CH:34]=[CH:35][C:36]([OH:39])=[CH:37][CH:38]=3)[C@@H:24]([CH3:42])[CH2:23]2)[C:19](=[O:21])[CH3:20])=[CH:16][CH:17]=1. The catalyst class is: 4. (5) Reactant: Br[C:2]1[S:3][CH:4]=[CH:5][CH:6]=1.[O:7]=[C:8]1[CH2:13][CH2:12][N:11]([C:14]([O:16][C:17]([CH3:20])([CH3:19])[CH3:18])=[O:15])[CH2:10][CH2:9]1. Product: [OH:7][C:8]1([C:2]2[S:3][CH:4]=[CH:5][CH:6]=2)[CH2:9][CH2:10][N:11]([C:14]([O:16][C:17]([CH3:20])([CH3:19])[CH3:18])=[O:15])[CH2:12][CH2:13]1. The catalyst class is: 1. (6) The catalyst class is: 9. Product: [CH:1]1([CH2:6][C@H:7]([CH2:11][N:12]([CH:20]=[O:21])[O:13][CH:14]2[CH2:19][CH2:18][CH2:17][CH2:16][O:15]2)[C:8]([N:29]2[CH:30]([C:33]([OH:35])=[O:34])[CH2:31][CH2:32][N:28]2[C:26]([O:25][CH2:22][CH:23]=[CH2:24])=[O:27])=[O:9])[CH2:5][CH2:4][CH2:3][CH2:2]1. Reactant: [CH:1]1([CH2:6][C@H:7]([CH2:11][N:12]([CH:20]=[O:21])[O:13][CH:14]2[CH2:19][CH2:18][CH2:17][CH2:16][O:15]2)[C:8](F)=[O:9])[CH2:5][CH2:4][CH2:3][CH2:2]1.[CH2:22]([O:25][C:26]([N:28]1[CH2:32][CH2:31][CH:30]([C:33]([OH:35])=[O:34])[NH:29]1)=[O:27])[CH:23]=[CH2:24].CCN(C(C)C)C(C)C. (7) Reactant: C[O:2][C:3]([CH:5]1[C:13]2[C:8](=[CH:9][CH:10]=[CH:11][CH:12]=2)[N:7](C(OC(C)(C)C)=O)[CH2:6]1)=O.[Na].[NH4+].[Cl-].CCOC(C)=O. Product: [NH:7]1[C:8]2[C:13](=[CH:12][CH:11]=[CH:10][CH:9]=2)[CH:5]([CH2:3][OH:2])[CH2:6]1. The catalyst class is: 5. (8) Reactant: [NH2:1][C:2]1[C:7]2=[C:8]([C:24]3[CH:29]=[C:28]([F:30])[C:27]([NH:31][C:32]([NH:34][C:35]4[CH:40]=[C:39]([C:41]([F:44])([F:43])[F:42])[CH:38]=[CH:37][C:36]=4[F:45])=[O:33])=[CH:26][C:25]=3[F:46])[CH:9]=[C:10]([CH:11]3[CH2:16][CH2:15][N:14](C(OC(C)(C)C)=O)[CH2:13][CH2:12]3)[N:6]2[N:5]=[CH:4][N:3]=1.C(O)(C(F)(F)F)=O.C(OCC)(=O)C. Product: [NH2:1][C:2]1[C:7]2=[C:8]([C:24]3[C:25]([F:46])=[CH:26][C:27]([NH:31][C:32]([NH:34][C:35]4[CH:40]=[C:39]([C:41]([F:43])([F:44])[F:42])[CH:38]=[CH:37][C:36]=4[F:45])=[O:33])=[C:28]([F:30])[CH:29]=3)[CH:9]=[C:10]([CH:11]3[CH2:12][CH2:13][NH:14][CH2:15][CH2:16]3)[N:6]2[N:5]=[CH:4][N:3]=1. The catalyst class is: 26. (9) Reactant: Cl.[N+:2]([C:5]1[CH:6]=[C:7]([CH:10]=[CH:11][CH:12]=1)[CH2:8][NH2:9])([O-:4])=[O:3].C(N(CC)CC)C.[CH2:20]([N:22]=[C:23]=[O:24])[CH3:21]. Product: [CH2:20]([NH:22][C:23]([NH:9][CH2:8][C:7]1[CH:10]=[CH:11][CH:12]=[C:5]([N+:2]([O-:4])=[O:3])[CH:6]=1)=[O:24])[CH3:21]. The catalyst class is: 1. (10) Reactant: [CH3:1][O:2][C:3]1[CH:8]=[C:7]([CH2:9][O:10][CH3:11])[CH:6]=[C:5]([O:12][CH3:13])[C:4]=1[C:14]1[N:19]2[N:20]=[C:21]([CH2:26][CH3:27])[C:22]([N+:23]([O-])=O)=[C:18]2[CH:17]=[CH:16][CH:15]=1. Product: [CH3:13][O:12][C:5]1[CH:6]=[C:7]([CH2:9][O:10][CH3:11])[CH:8]=[C:3]([O:2][CH3:1])[C:4]=1[C:14]1[N:19]2[N:20]=[C:21]([CH2:26][CH3:27])[C:22]([NH2:23])=[C:18]2[CH:17]=[CH:16][CH:15]=1. The catalyst class is: 352.